From a dataset of Reaction yield outcomes from USPTO patents with 853,638 reactions. Predict the reaction yield, written as a fraction of the theoretical maximum amount of product (1.0 means a 100% yield; for example, 0.34 means a 34% yield). (1) The reactants are [CH3:1][O:2][C:3]1[N:8]=[C:7]([C:9](OC)=[O:10])[C:6]([NH:13][C:14]([C:16]2[C:25]3[C:20](=[CH:21][CH:22]=[CH:23][CH:24]=3)[C:19]([CH3:26])=[CH:18][CH:17]=2)=[O:15])=[CH:5][CH:4]=1.[NH2:27][CH2:28][CH:29]1[CH2:34][CH2:33][O:32][CH2:31][CH2:30]1. The catalyst is CN(C=O)C.CCOC(C)=O.O. The product is [CH3:26][C:19]1[C:20]2[C:25](=[CH:24][CH:23]=[CH:22][CH:21]=2)[C:16]([C:14]([NH:13][C:6]2[C:7]([C:9]([NH:27][CH2:28][CH:29]3[CH2:34][CH2:33][O:32][CH2:31][CH2:30]3)=[O:10])=[N:8][C:3]([O:2][CH3:1])=[CH:4][CH:5]=2)=[O:15])=[CH:17][CH:18]=1. The yield is 0.970. (2) The reactants are [CH3:1][C:2]1([CH3:10])[CH2:8][C:7](=O)[O:6][C:4](=[O:5])[CH2:3]1.[H-].[Al+3].[Li+].[H-].[H-].[H-].O.[OH-].[Na+]. The catalyst is C1COCC1. The product is [CH3:1][C:2]([CH3:10])([CH2:8][CH2:7][OH:6])[CH2:3][CH2:4][OH:5]. The yield is 1.00. (3) The yield is 0.999. The product is [C:1]([C:5]1[N:10]=[C:9]([NH:11][C:12]2[CH:17]=[C:16]([Cl:18])[N:15]=[N:14][C:13]=2[C:19]([NH2:26])=[O:21])[CH:8]=[CH:7][CH:6]=1)([CH3:2])([CH3:3])[CH3:4]. No catalyst specified. The reactants are [C:1]([C:5]1[N:10]=[C:9]([NH:11][C:12]2[CH:17]=[C:16]([Cl:18])[N:15]=[N:14][C:13]=2[C:19]([O:21]CC)=O)[CH:8]=[CH:7][CH:6]=1)([CH3:4])([CH3:3])[CH3:2].CO.[NH3:26]. (4) The reactants are [F:1][C:2]1[CH:3]=[C:4]([NH:13][S:14]([C:17]2[N:22]=[CH:21][C:20](B(O)O)=[CH:19][CH:18]=2)(=[O:16])=[O:15])[CH:5]=[C:6]([F:12])[C:7]=1[C:8]([O:10]C)=[O:9].Br[C:27]1[S:28][CH:29]=[CH:30][N:31]=1.C(=O)([O-])[O-].[Na+].[Na+].[OH-].[Na+].Cl. The catalyst is CN(C)C=O.O.CO.O1CCCC1.C1C=CC(P(C2C=CC=CC=2)[C-]2C=CC=C2)=CC=1.C1C=CC(P(C2C=CC=CC=2)[C-]2C=CC=C2)=CC=1.Cl[Pd]Cl.[Fe+2]. The product is [F:1][C:2]1[CH:3]=[C:4]([NH:13][S:14]([C:17]2[CH:18]=[CH:19][C:20]([C:27]3[S:28][CH:29]=[CH:30][N:31]=3)=[CH:21][N:22]=2)(=[O:16])=[O:15])[CH:5]=[C:6]([F:12])[C:7]=1[C:8]([OH:10])=[O:9]. The yield is 0.200. (5) The reactants are [CH2:1]([O:8][C:9]1[CH:10]=[C:11]2[C:16](=[CH:17][CH:18]=1)[C:15](=[O:19])[N:14]([CH2:20][CH:21]([CH3:23])[CH3:22])[C:13]([C:24]([O:26]C(C)(C)C)=[O:25])=[C:12]2[C:31]1[CH:36]=[CH:35][CH:34]=[CH:33][CH:32]=1)[C:2]1[CH:7]=[CH:6][CH:5]=[CH:4][CH:3]=1. The catalyst is FC(F)(F)C(O)=O. The product is [CH2:1]([O:8][C:9]1[CH:10]=[C:11]2[C:16](=[CH:17][CH:18]=1)[C:15](=[O:19])[N:14]([CH2:20][CH:21]([CH3:23])[CH3:22])[C:13]([C:24]([OH:26])=[O:25])=[C:12]2[C:31]1[CH:32]=[CH:33][CH:34]=[CH:35][CH:36]=1)[C:2]1[CH:3]=[CH:4][CH:5]=[CH:6][CH:7]=1. The yield is 0.820. (6) The reactants are [CH3:1][O:2][C:3]([CH2:5]P(OC)(OC)=O)=[O:4].[H-].[Na+].O=[CH:15][C:16]#[C:17][C:18]1[CH:19]=[C:20]([S:24]([NH:27][C:28]2[CH:33]=[CH:32][CH:31]=[CH:30][CH:29]=2)(=[O:26])=[O:25])[CH:21]=[CH:22][CH:23]=1. The catalyst is O1CCCC1. The product is [CH3:1][O:2][C:3](=[O:4])/[CH:5]=[CH:15]/[C:16]#[C:17][C:18]1[CH:23]=[CH:22][CH:21]=[C:20]([S:24](=[O:26])(=[O:25])[NH:27][C:28]2[CH:29]=[CH:30][CH:31]=[CH:32][CH:33]=2)[CH:19]=1. The yield is 0.740. (7) The reactants are [CH2:1]([OH:9])[CH2:2][CH2:3][CH2:4][CH2:5][CH2:6][CH2:7][CH3:8].CC(C)([O-])C.[K+].F[C:17]1[CH:25]=[CH:24][C:20]([C:21]([OH:23])=[O:22])=[CH:19][C:18]=1[C:26]([F:29])([F:28])[F:27]. The catalyst is C1COCC1. The product is [CH2:1]([O:9][C:17]1[CH:25]=[CH:24][C:20]([C:21]([OH:23])=[O:22])=[CH:19][C:18]=1[C:26]([F:27])([F:29])[F:28])[CH2:2][CH2:3][CH2:4][CH2:5][CH2:6][CH2:7][CH3:8]. The yield is 1.11.